Dataset: Reaction yield outcomes from USPTO patents with 853,638 reactions. Task: Predict the reaction yield, written as a fraction of the theoretical maximum amount of product (1.0 means a 100% yield; for example, 0.34 means a 34% yield). (1) The reactants are [N+:1]([C:4]1[CH:5]=[CH:6][C:7]2[N:12]([CH2:13][CH2:14][N:15]3[CH2:19][CH2:18][CH2:17][CH2:16]3)[C:11](=[O:20])[CH2:10][O:9][C:8]=2[CH:21]=1)([O-])=O. The catalyst is C(O)C.[Pd]. The product is [NH2:1][C:4]1[CH:5]=[CH:6][C:7]2[N:12]([CH2:13][CH2:14][N:15]3[CH2:16][CH2:17][CH2:18][CH2:19]3)[C:11](=[O:20])[CH2:10][O:9][C:8]=2[CH:21]=1. The yield is 0.970. (2) The reactants are [CH2:1]([O:3][C:4]([C:6]1[C:7](=[O:36])[NH:8][C:9]2[C:14]([C:15]=1[O:16][C:17]1[CH:22]=[CH:21][CH:20]=[C:19]([Cl:23])[CH:18]=1)=[CH:13][C:12]([C:24]1([C:29]3[CH:34]=[CH:33][C:32]([Cl:35])=[CH:31][CH:30]=3)OCC[O:25]1)=[CH:11][CH:10]=2)=[O:5])[CH3:2].O. The catalyst is Cl.C1COCC1. The product is [Cl:35][C:32]1[CH:31]=[CH:30][C:29]([C:24]([C:12]2[CH:13]=[C:14]3[C:9](=[CH:10][CH:11]=2)[NH:8][C:7](=[O:36])[C:6]([C:4]([O:3][CH2:1][CH3:2])=[O:5])=[C:15]3[O:16][C:17]2[CH:22]=[CH:21][CH:20]=[C:19]([Cl:23])[CH:18]=2)=[O:25])=[CH:34][CH:33]=1. The yield is 0.760. (3) The reactants are [CH3:1][C:2]1[C:6]([C:7]2[O:8][C:9]3[CH:15]=[CH:14][C:13]([CH2:16][C:17]([OH:19])=O)=[CH:12][C:10]=3[N:11]=2)=[C:5]([CH3:20])[O:4][N:3]=1.C(Cl)CCl.C1C=CC2N(O)N=NC=2C=1.[CH3:35][C:36]1[CH:41]=[C:40]([CH3:42])[CH:39]=[CH:38][C:37]=1[CH:43]([C:45]1[CH:50]=[CH:49][CH:48]=[CH:47][CH:46]=1)[NH2:44]. The catalyst is CN(C=O)C.CN(C1C=CN=CC=1)C.O. The product is [CH3:1][C:2]1[C:6]([C:7]2[O:8][C:9]3[CH:15]=[CH:14][C:13]([CH2:16][C:17]([NH:44][CH:43]([C:37]4[CH:38]=[CH:39][C:40]([CH3:42])=[CH:41][C:36]=4[CH3:35])[C:45]4[CH:46]=[CH:47][CH:48]=[CH:49][CH:50]=4)=[O:19])=[CH:12][C:10]=3[N:11]=2)=[C:5]([CH3:20])[O:4][N:3]=1. The yield is 0.470. (4) The reactants are [CH2:1]([O:4][N:5]([C@H:18]1[CH2:23][N:22]([C:24]([O:26][C:27]([CH3:30])([CH3:29])[CH3:28])=[O:25])[C@H:21]([CH2:31][O:32][Si](C(C)(C)C)(C)C)[CH:20]=[C:19]1[CH3:40])[S:6]([C:9]1[CH:14]=[CH:13][CH:12]=[CH:11][C:10]=1[N+:15]([O-:17])=[O:16])(=[O:8])=[O:7])[CH:2]=[CH2:3].[F-].C([N+](CCCC)(CCCC)CCCC)CCC. The catalyst is C1COCC1. The product is [CH2:1]([O:4][N:5]([C@H:18]1[CH2:23][N:22]([C:24]([O:26][C:27]([CH3:29])([CH3:28])[CH3:30])=[O:25])[C@H:21]([CH2:31][OH:32])[CH:20]=[C:19]1[CH3:40])[S:6]([C:9]1[CH:14]=[CH:13][CH:12]=[CH:11][C:10]=1[N+:15]([O-:17])=[O:16])(=[O:8])=[O:7])[CH:2]=[CH2:3]. The yield is 0.900. (5) The reactants are C(N(CC)CC)C.[NH:8]1[CH2:13][CH2:12][O:11][CH2:10][CH2:9]1.[Cl:14][C:15]1[N:20]=[CH:19][C:18]([S:21](Cl)(=[O:23])=[O:22])=[CH:17][CH:16]=1. The catalyst is ClCCl. The product is [Cl:14][C:15]1[N:20]=[CH:19][C:18]([S:21]([N:8]2[CH2:13][CH2:12][O:11][CH2:10][CH2:9]2)(=[O:23])=[O:22])=[CH:17][CH:16]=1. The yield is 0.700. (6) The reactants are [CH:1]1[C:13]2[NH:12][C:11]3[C:6](=[CH:7][CH:8]=[CH:9][CH:10]=3)[C:5]=2[CH:4]=[CH:3][CH:2]=1.[C:14]([O:18][C:19]([N:21]1[CH2:26][CH2:25][N:24]([CH2:27][CH:28]2[CH2:30][O:29]2)[CH2:23][CH2:22]1)=[O:20])([CH3:17])([CH3:16])[CH3:15]. No catalyst specified. The product is [C:14]([O:18][C:19]([N:21]1[CH2:22][CH2:23][N:24]([CH2:27][CH:28]([OH:29])[CH2:30][N:12]2[C:11]3[CH:10]=[CH:9][CH:8]=[CH:7][C:6]=3[C:5]3[C:13]2=[CH:1][CH:2]=[CH:3][CH:4]=3)[CH2:25][CH2:26]1)=[O:20])([CH3:17])([CH3:16])[CH3:15]. The yield is 0.820. (7) The reactants are CN(C(ON1N=NC2C=CC=NC1=2)=[N+](C)C)C.F[P-](F)(F)(F)(F)F.[NH2:25][C:26]1[CH:31]=[CH:30][C:29]([CH:32]([C:34]2[C:43]3[C:38](=[CH:39][C:40]([O:44][CH3:45])=[CH:41][CH:42]=3)[N:37]=[CH:36][CH:35]=2)[OH:33])=[CH:28][CH:27]=1.[CH3:46][C:47]1[N:51]([CH2:52][CH2:53][CH3:54])[N:50]([C:55]2[CH:60]=[CH:59][CH:58]=[CH:57][CH:56]=2)[C:49](=[O:61])[C:48]=1[C:62](O)=[O:63].C([O-])([O-])=O.[K+].[K+].[OH-].[Na+]. The catalyst is CN(C=O)C.ClCCl. The product is [OH:33][CH:32]([C:34]1[C:43]2[C:38](=[CH:39][C:40]([O:44][CH3:45])=[CH:41][CH:42]=2)[N:37]=[CH:36][CH:35]=1)[C:29]1[CH:28]=[CH:27][C:26]([NH:25][C:62]([C:48]2[C:49](=[O:61])[N:50]([C:55]3[CH:56]=[CH:57][CH:58]=[CH:59][CH:60]=3)[N:51]([CH2:52][CH2:53][CH3:54])[C:47]=2[CH3:46])=[O:63])=[CH:31][CH:30]=1. The yield is 0.907.